This data is from Full USPTO retrosynthesis dataset with 1.9M reactions from patents (1976-2016). The task is: Predict the reactants needed to synthesize the given product. (1) Given the product [OH:8][C:9]1[CH:10]=[CH:11][C:12]([C:15]2[N:16]=[CH:17][N:18]([C:20]([N:22]([CH:24]3[CH2:25][CH2:26][N:27]([C:30]4[CH:31]=[CH:32][C:33]([O:36][CH3:37])=[CH:34][CH:35]=4)[CH2:28][CH2:29]3)[CH3:23])=[O:21])[CH:19]=2)=[CH:13][CH:14]=1, predict the reactants needed to synthesize it. The reactants are: C([O:8][C:9]1[CH:14]=[CH:13][C:12]([C:15]2[N:16]=[CH:17][N:18]([C:20]([N:22]([CH:24]3[CH2:29][CH2:28][N:27]([C:30]4[CH:35]=[CH:34][C:33]([O:36][CH3:37])=[CH:32][CH:31]=4)[CH2:26][CH2:25]3)[CH3:23])=[O:21])[CH:19]=2)=[CH:11][CH:10]=1)C1C=CC=CC=1.Br. (2) Given the product [CH3:39][O:38][C:36](=[O:37])[C:35]1[CH:40]=[CH:41][C:32]([O:30][C:27]2[CH:26]=[CH:25][C:24]([C:21]3[CH:22]=[CH:23][C:18](/[CH:17]=[CH:16]/[C:11]4[N:12]([CH2:14][CH3:15])[CH:13]=[C:9]([C:3]5[CH:4]=[CH:5][C:6]([Cl:8])=[CH:7][C:2]=5[Cl:1])[N:10]=4)=[CH:19][CH:20]=3)=[CH:29][CH:28]=2)=[CH:33][C:34]=1[N+:42]([O-:44])=[O:43], predict the reactants needed to synthesize it. The reactants are: [Cl:1][C:2]1[CH:7]=[C:6]([Cl:8])[CH:5]=[CH:4][C:3]=1[C:9]1[N:10]=[C:11](/[CH:16]=[CH:17]/[C:18]2[CH:23]=[CH:22][C:21]([C:24]3[CH:29]=[CH:28][C:27]([OH:30])=[CH:26][CH:25]=3)=[CH:20][CH:19]=2)[N:12]([CH2:14][CH3:15])[CH:13]=1.F[C:32]1[CH:41]=[CH:40][C:35]([C:36]([O:38][CH3:39])=[O:37])=[C:34]([N+:42]([O-:44])=[O:43])[CH:33]=1.